Dataset: Catalyst prediction with 721,799 reactions and 888 catalyst types from USPTO. Task: Predict which catalyst facilitates the given reaction. (1) Reactant: [ClH:1].COCCOC[O:8][C:9]1[CH:14]=[CH:13][C:12]([C@@H:15]2[CH2:17][C@H:16]2[NH:18]C(=O)OC(C)(C)C)=[CH:11][CH:10]=1. Product: [ClH:1].[NH2:18][C@@H:16]1[CH2:17][C@H:15]1[C:12]1[CH:13]=[CH:14][C:9]([OH:8])=[CH:10][CH:11]=1. The catalyst class is: 12. (2) Reactant: [CH2:1]([O:8][C:9]1[C:18](=[O:19])[N:17]2[C:12]([C:13]([CH3:21])([CH3:20])[O:14][CH2:15][CH2:16]2)=[N:11][C:10]=1[C:22](O)=[O:23])[C:2]1[CH:7]=[CH:6][CH:5]=[CH:4][CH:3]=1.FC(F)(F)C(O)=O.[NH2:32][CH2:33][C:34]1[CH:43]=[CH:42][C:41]([F:44])=[CH:40][C:35]=1[C:36]([NH:38][CH3:39])=[O:37].F[P-](F)(F)(F)(F)F.N1(OC(N(C)C)=[N+](C)C)C2N=CC=CC=2N=N1.CN(C)C=O. Product: [F:44][C:41]1[CH:42]=[CH:43][C:34]([CH2:33][NH:32][C:22]([C:10]2[N:11]=[C:12]3[N:17]([C:18](=[O:19])[C:9]=2[O:8][CH2:1][C:2]2[CH:7]=[CH:6][CH:5]=[CH:4][CH:3]=2)[CH2:16][CH2:15][O:14][C:13]3([CH3:21])[CH3:20])=[O:23])=[C:35]([C:36](=[O:37])[NH:38][CH3:39])[CH:40]=1. The catalyst class is: 768. (3) Reactant: [N+:1]([C:4]1[CH:11]=[CH:10][CH:9]=[CH:8][C:5]=1[CH:6]=O)([O-:3])=[O:2].N1CCCCC1.[C:18]([CH2:20][C:21]([NH2:23])=[O:22])#[N:19]. Product: [C:18]([C:20](=[CH:6][C:5]1[CH:8]=[CH:9][CH:10]=[CH:11][C:4]=1[N+:1]([O-:3])=[O:2])[C:21]([NH2:23])=[O:22])#[N:19]. The catalyst class is: 5. (4) Reactant: [CH2:1]([O:3][C:4]1[C:5]([C:16]([C:18]2[CH:23]=[CH:22][N:21]=[C:20]([C:24]([F:27])([F:26])[F:25])[CH:19]=2)=O)=[N:6][N:7]([C:9]2[CH:14]=[CH:13][C:12]([F:15])=[CH:11][CH:10]=2)[N:8]=1)[CH3:2].II.[PH2](O)=O.[OH-].[Na+].C(=O)(O)[O-].[Na+]. Product: [CH2:1]([O:3][C:4]1[C:5]([CH2:16][C:18]2[CH:23]=[CH:22][N:21]=[C:20]([C:24]([F:25])([F:26])[F:27])[CH:19]=2)=[N:6][N:7]([C:9]2[CH:14]=[CH:13][C:12]([F:15])=[CH:11][CH:10]=2)[N:8]=1)[CH3:2]. The catalyst class is: 15. (5) Reactant: COC[O:4][CH2:5][CH2:6][CH2:7][C:8]1[C:9]([CH:13]([CH3:15])[CH3:14])=[N:10][NH:11][CH:12]=1.Cl[C:17]1[N:22]=[N:21][C:20]([C:23]#[N:24])=[CH:19][CH:18]=1.[H-].[Na+].[H][H]. Product: [OH:4][CH2:5][CH2:6][CH2:7][C:8]1[C:9]([CH:13]([CH3:15])[CH3:14])=[N:10][N:11]([C:17]2[N:22]=[N:21][C:20]([C:23]#[N:24])=[CH:19][CH:18]=2)[CH:12]=1. The catalyst class is: 145. (6) Reactant: [CH3:1][O:2][C:3]1[C:4]([O:23][CH3:24])=[CH:5][C:6]2[NH:12][C:11](=O)[CH2:10][N:9]=[C:8]([C:14]3[CH:15]=[C:16]([CH:19]=[CH:20][CH:21]=3)[C:17]#[N:18])[C:7]=2[CH:22]=1.P12(SP3(SP(SP(S3)(S1)=S)(=S)S2)=S)=[S:26].[Na+].[Cl-]. Product: [C:17]([C:16]1[CH:15]=[C:14]([C:8]2[C:7]3[CH:22]=[C:3]([O:2][CH3:1])[C:4]([O:23][CH3:24])=[CH:5][C:6]=3[NH:12][C:11](=[S:26])[CH2:10][N:9]=2)[CH:21]=[CH:20][CH:19]=1)#[N:18]. The catalyst class is: 17.